From a dataset of Merck oncology drug combination screen with 23,052 pairs across 39 cell lines. Regression. Given two drug SMILES strings and cell line genomic features, predict the synergy score measuring deviation from expected non-interaction effect. (1) Drug 1: COC12C(COC(N)=O)C3=C(C(=O)C(C)=C(N)C3=O)N1CC1NC12. Drug 2: COC1CC2CCC(C)C(O)(O2)C(=O)C(=O)N2CCCCC2C(=O)OC(C(C)CC2CCC(OP(C)(C)=O)C(OC)C2)CC(=O)C(C)C=C(C)C(O)C(OC)C(=O)C(C)CC(C)C=CC=CC=C1C. Cell line: VCAP. Synergy scores: synergy=30.1. (2) Cell line: UWB1289BRCA1. Synergy scores: synergy=2.08. Drug 2: NC1CCCCC1N.O=C(O)C(=O)O.[Pt+2]. Drug 1: CCN(CC)CCNC(=O)c1c(C)[nH]c(C=C2C(=O)Nc3ccc(F)cc32)c1C.